Dataset: NCI-60 drug combinations with 297,098 pairs across 59 cell lines. Task: Regression. Given two drug SMILES strings and cell line genomic features, predict the synergy score measuring deviation from expected non-interaction effect. Drug 1: CC1=C(C(=O)C2=C(C1=O)N3CC4C(C3(C2COC(=O)N)OC)N4)N. Drug 2: C(CCl)NC(=O)N(CCCl)N=O. Cell line: NCI-H522. Synergy scores: CSS=1.48, Synergy_ZIP=-3.92, Synergy_Bliss=-7.27, Synergy_Loewe=-6.44, Synergy_HSA=-6.60.